From a dataset of Full USPTO retrosynthesis dataset with 1.9M reactions from patents (1976-2016). Predict the reactants needed to synthesize the given product. (1) Given the product [N:5]1[CH:6]=[CH:7][CH:8]=[CH:9][C:4]=1[C:1](=[O:3])[CH2:2][C:12](=[O:18])[C:13]([O:15][CH2:16][CH3:17])=[O:14], predict the reactants needed to synthesize it. The reactants are: [C:1]([C:4]1[CH:9]=[CH:8][CH:7]=[CH:6][N:5]=1)(=[O:3])[CH3:2].[H-].[Na+].[C:12](OCC)(=[O:18])[C:13]([O:15][CH2:16][CH3:17])=[O:14].O. (2) Given the product [O:52]1[CH2:57][CH2:56][CH:55]([CH2:58][NH:59][C:16]([C:13]2[CH:12]=[C:11]([CH2:10][O:9][CH2:8][C:7]3[CH:6]=[CH:5][C:4]([S:3][C:2]([F:1])([F:22])[F:21])=[CH:20][CH:19]=3)[O:15][N:14]=2)=[O:18])[CH2:54][CH2:53]1, predict the reactants needed to synthesize it. The reactants are: [F:1][C:2]([F:22])([F:21])[S:3][C:4]1[CH:20]=[CH:19][C:7]([CH2:8][O:9][CH2:10][C:11]2[O:15][N:14]=[C:13]([C:16]([OH:18])=O)[CH:12]=2)=[CH:6][CH:5]=1.C(N(CC)CC)C.Cl.C(N=C=NCCCN(C)C)C.ON1C2C=CC=CC=2N=N1.[O:52]1[CH2:57][CH2:56][CH:55]([CH2:58][NH2:59])[CH2:54][CH2:53]1. (3) The reactants are: C[O:2][C:3](=[O:36])[CH2:4][C:5]1[CH:10]=[CH:9][C:8]([C:11]2[C:15]([CH2:16][O:17][CH2:18][CH2:19][O:20][C:21]3[CH:26]=[CH:25][C:24]([Cl:27])=[CH:23][C:22]=3[Cl:28])=[C:14]([C:29]3[CH:34]=[CH:33][CH:32]=[CH:31][CH:30]=3)[O:13][N:12]=2)=[C:7]([Cl:35])[CH:6]=1.[Li+].[OH-].Cl.C(Cl)Cl. Given the product [Cl:35][C:7]1[CH:6]=[C:5]([CH2:4][C:3]([OH:36])=[O:2])[CH:10]=[CH:9][C:8]=1[C:11]1[C:15]([CH2:16][O:17][CH2:18][CH2:19][O:20][C:21]2[CH:26]=[CH:25][C:24]([Cl:27])=[CH:23][C:22]=2[Cl:28])=[C:14]([C:29]2[CH:30]=[CH:31][CH:32]=[CH:33][CH:34]=2)[O:13][N:12]=1, predict the reactants needed to synthesize it. (4) Given the product [Cl:12][C:13]1[CH:18]=[C:17]([S:9][C:3]2[C:4]([CH3:8])=[CH:5][CH:6]=[CH:7][C:2]=2[CH3:1])[CH:16]=[CH:15][N:14]=1, predict the reactants needed to synthesize it. The reactants are: [CH3:1][C:2]1[CH:7]=[CH:6][CH:5]=[C:4]([CH3:8])[C:3]=1[SH:9].[H-].[Na+].[Cl:12][C:13]1[CH:18]=[C:17]([N+]([O-])=O)[CH:16]=[CH:15][N:14]=1. (5) The reactants are: Br[C:2]1[C:8]([CH3:9])=[CH:7][C:5]([NH2:6])=[C:4]([F:10])[CH:3]=1.[CH3:11][NH:12][C:13]([C:15]1[CH:20]=[CH:19][C:18](B(O)O)=[CH:17][CH:16]=1)=[O:14].C1(P(C2CCCCC2)C2C=CC=CC=2C2C(OC)=CC=CC=2OC)CCCCC1.[O-]P([O-])([O-])=O.[K+].[K+].[K+]. Given the product [NH2:6][C:5]1[C:4]([F:10])=[CH:3][C:2]([C:18]2[CH:19]=[CH:20][C:15]([C:13]([NH:12][CH3:11])=[O:14])=[CH:16][CH:17]=2)=[C:8]([CH3:9])[CH:7]=1, predict the reactants needed to synthesize it.